Predict the reactants needed to synthesize the given product. From a dataset of Full USPTO retrosynthesis dataset with 1.9M reactions from patents (1976-2016). (1) The reactants are: [C:1]([O:5][C:6]([N:8]([CH2:11][C:12]1[C:13]([CH3:41])=[C:14]([C:18]2[CH:19]=[C:20]3[C:24](=[CH:25][CH:26]=2)[N:23]([CH:27]2[CH2:32][CH2:31][CH2:30][CH2:29][O:28]2)[N:22]=[C:21]3[C:33]2[NH:34][C:35]([C:38]([OH:40])=O)=[CH:36][N:37]=2)[CH:15]=[N:16][CH:17]=1)[CH2:9][CH3:10])=[O:7])([CH3:4])([CH3:3])[CH3:2].CCN(CC)CC.[NH2:49][CH2:50][C:51]1[CH:52]=[N:53][CH:54]=[CH:55][CH:56]=1.CN(C(ON1N=NC2C=CC=NC1=2)=[N+](C)C)C.F[P-](F)(F)(F)(F)F. Given the product [CH2:9]([N:8]([CH2:11][C:12]1[CH:17]=[N:16][CH:15]=[C:14]([C:18]2[CH:19]=[C:20]3[C:24](=[CH:25][CH:26]=2)[N:23]([CH:27]2[CH2:32][CH2:31][CH2:30][CH2:29][O:28]2)[N:22]=[C:21]3[C:33]2[NH:34][C:35]([C:38]([NH:49][CH2:50][C:51]3[CH:52]=[N:53][CH:54]=[CH:55][CH:56]=3)=[O:40])=[CH:36][N:37]=2)[C:13]=1[CH3:41])[C:6](=[O:7])[O:5][C:1]([CH3:4])([CH3:3])[CH3:2])[CH3:10], predict the reactants needed to synthesize it. (2) Given the product [F:62][C:57]1[CH:56]=[C:55]([CH:60]=[C:59]([F:61])[CH:58]=1)[CH2:54][C@@H:45]1[NH:44][C:43](=[O:63])[CH2:42][CH2:41][CH2:40][CH:39]=[CH:38][CH2:37][O:36][C@@H:35]2[CH2:52][C@@H:49]([C:50]3[CH:51]=[C:31]([N:69]4[CH2:70][CH:71]5[CH:67]([CH2:66][N:65]([CH3:64])[CH2:72]5)[CH2:68]4)[CH:32]=[CH:33][C:34]=32)[NH:48][CH2:47][C@H:46]1[OH:53], predict the reactants needed to synthesize it. The reactants are: C(O[C@H]1C2C(=CC(Br)=CC=2)[C@@H](NC[C@@H](O)[C@@H](N)CC2C=C(F)C=C(F)C=2)C1)C=C.Br[C:31]1[CH:32]=[CH:33][C:34]2[C@H:35]3[CH2:52][C@@H:49]([C:50]=2[CH:51]=1)[NH:48][CH2:47][C@@H:46]([OH:53])[C@H:45]([CH2:54][C:55]1[CH:60]=[C:59]([F:61])[CH:58]=[C:57]([F:62])[CH:56]=1)[NH:44][C:43](=[O:63])[CH2:42][CH2:41][CH2:40][CH:39]=[CH:38][CH2:37][O:36]3.[CH3:64][N:65]1[CH2:72][CH:71]2[CH:67]([CH2:68][NH:69][CH2:70]2)[CH2:66]1. (3) Given the product [CH3:15][C:7]1[N:6]([CH2:5][CH:4]=[O:3])[C:14]2[C:9]([CH:8]=1)=[CH:10][CH:11]=[CH:12][CH:13]=2, predict the reactants needed to synthesize it. The reactants are: C([O:3][C:4](=O)[CH2:5][N:6]1[C:14]2[C:9](=[CH:10][CH:11]=[CH:12][CH:13]=2)[CH:8]=[C:7]1[CH3:15])C.[H-].C([Al+]CC(C)C)C(C)C. (4) Given the product [C:18]([O:22][C:23](=[O:48])[CH2:24][N:25]1[C:29]2[CH:30]=[CH:31][C:32]([N:34]([S:35]([C:38]3[CH:39]=[CH:40][C:41]([F:44])=[CH:42][CH:43]=3)(=[O:36])=[O:37])[CH2:10][CH2:9][CH2:8][O:1][C:2]3[CH:7]=[CH:6][CH:5]=[CH:4][CH:3]=3)=[CH:33][C:28]=2[N:27]=[C:26]1[CH2:45][CH2:46][CH3:47])([CH3:21])([CH3:20])[CH3:19], predict the reactants needed to synthesize it. The reactants are: [O:1]([CH2:8][CH2:9][CH2:10]Br)[C:2]1[CH:7]=[CH:6][CH:5]=[CH:4][CH:3]=1.C([O-])([O-])=O.[K+].[K+].[C:18]([O:22][C:23](=[O:48])[CH2:24][N:25]1[C:29]2[CH:30]=[CH:31][C:32]([NH:34][S:35]([C:38]3[CH:43]=[CH:42][C:41]([F:44])=[CH:40][CH:39]=3)(=[O:37])=[O:36])=[CH:33][C:28]=2[N:27]=[C:26]1[CH2:45][CH2:46][CH3:47])([CH3:21])([CH3:20])[CH3:19]. (5) Given the product [CH3:25][O:27][C:2]1[N:3]([CH:17]2[CH2:22][CH2:21][CH2:20][CH2:19][O:18]2)[C:4]2[C:9]([N:10]=1)=[C:8]([NH2:11])[N:7]=[C:6]([NH:12][CH2:13][CH2:14][O:15][CH3:16])[N:5]=2, predict the reactants needed to synthesize it. The reactants are: Br[C:2]1[N:3]([CH:17]2[CH2:22][CH2:21][CH2:20][CH2:19][O:18]2)[C:4]2[C:9]([N:10]=1)=[C:8]([NH2:11])[N:7]=[C:6]([NH:12][CH2:13][CH2:14][O:15][CH3:16])[N:5]=2.[OH-].[Na+].[C:25](O)(=[O:27])C.